Dataset: TCR-epitope binding with 47,182 pairs between 192 epitopes and 23,139 TCRs. Task: Binary Classification. Given a T-cell receptor sequence (or CDR3 region) and an epitope sequence, predict whether binding occurs between them. (1) The epitope is SGPLKAEIAQRLED. The TCR CDR3 sequence is CASSPGGADRRIDGYTF. Result: 0 (the TCR does not bind to the epitope). (2) The epitope is KAFSPEVIPMF. The TCR CDR3 sequence is CASSSWTGQDEQFF. Result: 1 (the TCR binds to the epitope). (3) The TCR CDR3 sequence is CASSPRQGKEAFF. Result: 0 (the TCR does not bind to the epitope). The epitope is MLNIPSINV. (4) The epitope is GTSGSPIVNR. The TCR CDR3 sequence is CATADLNTGELFF. Result: 0 (the TCR does not bind to the epitope). (5) The epitope is FPPTSFGPL. The TCR CDR3 sequence is CASSNAGRGGMGETQYF. Result: 1 (the TCR binds to the epitope). (6) The epitope is FRYMNSQGL. The TCR CDR3 sequence is CASSLGPAAGYTF. Result: 0 (the TCR does not bind to the epitope). (7) The epitope is FLNRFTTTL. The TCR CDR3 sequence is CATRDRDRENQPQHF. Result: 0 (the TCR does not bind to the epitope). (8) The epitope is LLFGYPVYV. The TCR CDR3 sequence is CASSLSGGGNEQFF. Result: 0 (the TCR does not bind to the epitope). (9) The epitope is IPIQASLPF. The TCR CDR3 sequence is CASSTLKSTDTQYF. Result: 0 (the TCR does not bind to the epitope).